The task is: Predict the reactants needed to synthesize the given product.. This data is from Full USPTO retrosynthesis dataset with 1.9M reactions from patents (1976-2016). Given the product [ClH:67].[CH3:29][NH:26][C:27](=[O:63])[CH2:28][CH2:10][C:11]1[N:52]([CH2:53][CH2:54][CH2:55][N:56]2[CH2:61][CH2:60][CH2:59][CH2:58][CH2:57]2)[C:34]2[CH:35]=[C:36]([C:37]([N:39]([CH2:45][CH2:46][CH:47]([CH3:48])[CH3:49])[CH2:40][CH2:41][CH:42]([CH3:43])[CH3:44])=[O:38])[CH:50]=[CH:51][C:33]=2[N:32]=1, predict the reactants needed to synthesize it. The reactants are: CN(C(ON1N=N[C:11]2C=CC=C[C:10]1=2)=[N+](C)C)C.[B-](F)(F)(F)F.C([N:26]([CH:29](C)C)[CH2:27][CH3:28])(C)C.[NH2:32][C:33]1[CH:51]=[CH:50][C:36]([C:37]([N:39]([CH2:45][CH2:46][CH:47]([CH3:49])[CH3:48])[CH2:40][CH2:41][CH:42]([CH3:44])[CH3:43])=[O:38])=[CH:35][C:34]=1[NH:52][CH2:53][CH2:54][CH2:55][N:56]1[CH2:61][CH2:60][CH2:59][CH2:58][CH2:57]1.C(=O)([O-])[OH:63].[Na+].[Cl:67]CCl.